This data is from Full USPTO retrosynthesis dataset with 1.9M reactions from patents (1976-2016). The task is: Predict the reactants needed to synthesize the given product. Given the product [NH2:1][C:2]1[N:7]=[C:6]([N:8]2[CH2:13][CH2:12][CH2:11][C@H:10]([C:14]([NH:16][CH:17]3[CH2:22][CH2:21][CH:20]([CH3:23])[CH2:19][CH2:18]3)=[O:15])[CH2:9]2)[CH:5]=[C:4]([C:24]2[CH:25]=[C:26]3[C:27]([C:30]([NH2:31])=[N:42][NH:43]3)=[CH:28][CH:29]=2)[N:3]=1, predict the reactants needed to synthesize it. The reactants are: [NH2:1][C:2]1[N:7]=[C:6]([N:8]2[CH2:13][CH2:12][CH2:11][C@H:10]([C:14]([NH:16][CH:17]3[CH2:22][CH2:21][CH:20]([CH3:23])[CH2:19][CH2:18]3)=[O:15])[CH2:9]2)[CH:5]=[C:4]([C:24]2[CH:29]=[CH:28][C:27]([C:30]#[N:31])=[C:26](F)[CH:25]=2)[N:3]=1.CCN(C(C)C)C(C)C.[NH2:42][NH2:43].